Dataset: Reaction yield outcomes from USPTO patents with 853,638 reactions. Task: Predict the reaction yield, written as a fraction of the theoretical maximum amount of product (1.0 means a 100% yield; for example, 0.34 means a 34% yield). (1) The reactants are [NH2:1][C:2]1[N:7]=[C:6]([NH2:8])[C:5]([CH:9]=O)=[C:4]([NH:11][CH3:12])[N:3]=1.[CH3:13][C:14]1[CH:19]=[C:18]([CH3:20])[CH:17]=[C:16]([CH3:21])[C:15]=1[C:22](=O)[CH3:23].[OH-].[K+]. The yield is 0.460. The catalyst is C(O)C. The product is [CH3:12][NH:11][C:4]1[C:5]2[CH:9]=[CH:23][C:22]([C:15]3[C:14]([CH3:13])=[CH:19][C:18]([CH3:20])=[CH:17][C:16]=3[CH3:21])=[N:8][C:6]=2[N:7]=[C:2]([NH2:1])[N:3]=1. (2) The reactants are C(Cl)(=O)C(Cl)=O.CS(C)=O.[N:11]1([CH2:17][C:18]2[CH:23]=[CH:22][C:21]([CH2:24][OH:25])=[CH:20][CH:19]=2)[CH2:16][CH2:15][O:14][CH2:13][CH2:12]1.CCN(CC)CC. The catalyst is C(Cl)Cl.O. The product is [N:11]1([CH2:17][C:18]2[CH:23]=[CH:22][C:21]([CH:24]=[O:25])=[CH:20][CH:19]=2)[CH2:16][CH2:15][O:14][CH2:13][CH2:12]1. The yield is 0.810. (3) The reactants are [CH3:1][N:2]1[CH2:7][CH2:6][N:5]([C:8]([O:10][C@@H:11]2[N:20]([C:21]3[CH:22]=[CH:23][C:24]([Cl:27])=[CH:25][N:26]=3)[C:18](=[O:19])[C:13]3[N:14]=[CH:15][CH:16]=[N:17][C:12]2=3)=[O:9])[CH2:4][CH2:3]1.[C:28]([OH:37])(=[O:36])[C@@H:29]([C@H:31]([C:33]([OH:35])=[O:34])[OH:32])[OH:30].CN1CCN(C(OC2N(C3C=CC(Cl)=CN=3)C(=O)C3N=CC=NC2=3)=O)CC1.C([C@@H]([C@H](C([O-])=O)O)O)([O-])=O. The catalyst is C(O)C.C(#N)C. The product is [CH3:1][N:2]1[CH2:7][CH2:6][N:5]([C:8]([O:10][C@@H:11]2[N:20]([C:21]3[CH:22]=[CH:23][C:24]([Cl:27])=[CH:25][N:26]=3)[C:18](=[O:19])[C:13]3[N:14]=[CH:15][CH:16]=[N:17][C:12]2=3)=[O:9])[CH2:4][CH2:3]1.[C:33]([C@@H:31]([C@H:29]([C:28]([O-:37])=[O:36])[OH:30])[OH:32])([O-:35])=[O:34]. The yield is 1.02. (4) The reactants are FC1C=CC(CNC)=CC=1.[CH2:11]([CH:19]1[CH2:23][CH2:22][NH:21][CH2:20]1)[CH2:12][C:13]1[CH:18]=[CH:17][CH:16]=[CH:15][CH:14]=1.[F:24][C:25]1[CH:47]=[CH:46][C:28]([CH2:29][NH:30][C:31]([C:33]2[S:37][C:36]([C:38]3[CH:43]=[N:42][CH:41]=[C:40](I)[N:39]=3)=[N:35][C:34]=2[CH3:45])=[O:32])=[CH:27][CH:26]=1. No catalyst specified. The product is [F:24][C:25]1[CH:47]=[CH:46][C:28]([CH2:29][NH:30][C:31]([C:33]2[S:37][C:36]([C:38]3[CH:43]=[N:42][CH:41]=[C:40]([N:21]4[CH2:22][CH2:23][CH:19]([CH2:11][CH2:12][C:13]5[CH:18]=[CH:17][CH:16]=[CH:15][CH:14]=5)[CH2:20]4)[N:39]=3)=[N:35][C:34]=2[CH3:45])=[O:32])=[CH:27][CH:26]=1. The yield is 0.750. (5) The reactants are C[O:2][C:3](=[O:40])[C:4]1[CH:9]=[CH:8][C:7]([NH:10][C:11]([C@H:13]2[C@H:17]([C:18]3[CH:23]=[CH:22][CH:21]=[C:20]([Br:24])[CH:19]=3)[C@:16]([C:27]3[CH:32]=[CH:31][C:30]([Cl:33])=[CH:29][C:28]=3[F:34])([C:25]#[N:26])[C@H:15]([CH2:35][C:36]([CH3:39])([CH3:38])[CH3:37])[NH:14]2)=[O:12])=[CH:6][CH:5]=1.[OH-].[Na+].CO.Cl. The catalyst is O1CCCC1. The product is [Br:24][C:20]1[CH:19]=[C:18]([C@@H:17]2[C@:16]([C:27]3[CH:32]=[CH:31][C:30]([Cl:33])=[CH:29][C:28]=3[F:34])([C:25]#[N:26])[C@H:15]([CH2:35][C:36]([CH3:39])([CH3:38])[CH3:37])[NH:14][C@H:13]2[C:11]([NH:10][C:7]2[CH:6]=[CH:5][C:4]([C:3]([OH:40])=[O:2])=[CH:9][CH:8]=2)=[O:12])[CH:23]=[CH:22][CH:21]=1. The yield is 0.600. (6) The reactants are [NH:1]1[CH:5]=[C:4]([C:6]([O:8][CH2:9][CH3:10])=[O:7])[CH:3]=[N:2]1.[H-].[Na+].[C:13](Cl)([C:26]1[CH:31]=[CH:30][CH:29]=[CH:28][CH:27]=1)([C:20]1[CH:25]=[CH:24][CH:23]=[CH:22][CH:21]=1)[C:14]1[CH:19]=[CH:18][CH:17]=[CH:16][CH:15]=1. The catalyst is CN(C=O)C. The product is [C:13]([N:1]1[CH:5]=[C:4]([C:6]([O:8][CH2:9][CH3:10])=[O:7])[CH:3]=[N:2]1)([C:14]1[CH:19]=[CH:18][CH:17]=[CH:16][CH:15]=1)([C:26]1[CH:27]=[CH:28][CH:29]=[CH:30][CH:31]=1)[C:20]1[CH:21]=[CH:22][CH:23]=[CH:24][CH:25]=1. The yield is 0.820.